From a dataset of Catalyst prediction with 721,799 reactions and 888 catalyst types from USPTO. Predict which catalyst facilitates the given reaction. (1) Reactant: CCN(C(C)C)C(C)C.Cl.[F:11][C:12]1[CH:59]=[CH:58][CH:57]=[C:56]([F:60])[C:13]=1[CH2:14][O:15][C:16]([C:25]1[CH:30]=[CH:29][C:28]([C@:31]2([S:46]([C:49]3[CH:54]=[CH:53][C:52]([F:55])=[CH:51][CH:50]=3)(=[O:48])=[O:47])[CH2:35][CH2:34][N:33]([C:36]([C:38]3([C:44]#[N:45])[CH2:43][CH2:42][NH:41][CH2:40][CH2:39]3)=[O:37])[CH2:32]2)=[CH:27][CH:26]=1)([C:21]([F:24])([F:23])[F:22])[C:17]([F:20])([F:19])[F:18].[C:61](OC(=O)C)(=[O:63])[CH3:62]. Product: [C:61]([N:41]1[CH2:40][CH2:39][C:38]([C:36]([N:33]2[CH2:34][CH2:35][C@:31]([C:28]3[CH:29]=[CH:30][C:25]([C:16]([O:15][CH2:14][C:13]4[C:12]([F:11])=[CH:59][CH:58]=[CH:57][C:56]=4[F:60])([C:17]([F:20])([F:19])[F:18])[C:21]([F:22])([F:24])[F:23])=[CH:26][CH:27]=3)([S:46]([C:49]3[CH:50]=[CH:51][C:52]([F:55])=[CH:53][CH:54]=3)(=[O:48])=[O:47])[CH2:32]2)=[O:37])([C:44]#[N:45])[CH2:43][CH2:42]1)(=[O:63])[CH3:62]. The catalyst class is: 4. (2) Reactant: [C:1]([O:4][C@@H:5]1[C@@H:10]([O:11][C:12](=[O:14])[CH3:13])[C@H:9]([O:15][C:16](=[O:18])[CH3:17])[C@@H:8]([CH2:19][O:20][C:21](=[O:23])[CH3:22])[O:7][C@H:6]1[O:24][C:25]1[C:29]([CH2:30][C:31]2[CH:36]=[CH:35][C:34]([O:37][CH2:38][CH2:39][CH2:40][N:41]([C:47]([O:49][CH2:50][C:51]3[CH:56]=[CH:55][CH:54]=[CH:53][CH:52]=3)=[O:48])[CH2:42][CH2:43][C:44](O)=[O:45])=[CH:33][C:32]=2[CH3:57])=[C:28]([CH:58]([CH3:60])[CH3:59])[NH:27][N:26]=1)(=[O:3])[CH3:2].Cl.[NH2:62][C@H:63]([C:66]([NH2:68])=[O:67])[CH2:64][OH:65].ON1C2C=CC=CC=2N=N1.Cl.C(N=C=NCCCN(C)C)C. Product: [C:1]([O:4][C@@H:5]1[C@@H:10]([O:11][C:12](=[O:14])[CH3:13])[C@H:9]([O:15][C:16](=[O:18])[CH3:17])[C@@H:8]([CH2:19][O:20][C:21](=[O:23])[CH3:22])[O:7][C@H:6]1[O:24][C:25]1[C:29]([CH2:30][C:31]2[CH:36]=[CH:35][C:34]([O:37][CH2:38][CH2:39][CH2:40][N:41]([C:47]([O:49][CH2:50][C:51]3[CH:52]=[CH:53][CH:54]=[CH:55][CH:56]=3)=[O:48])[CH2:42][CH2:43][C:44](=[O:45])[NH:62][C@H:63]([C:66](=[O:67])[NH2:68])[CH2:64][OH:65])=[CH:33][C:32]=2[CH3:57])=[C:28]([CH:58]([CH3:60])[CH3:59])[NH:27][N:26]=1)(=[O:3])[CH3:2]. The catalyst class is: 681. (3) Reactant: [F:1][C:2]([F:23])([F:22])[C:3]1[C:4](=[O:21])[C@@H:5]2[CH2:20][C@@:8]3([CH2:19][C:18]4[C:14]5[N:15]=[N:16][NH:17][C:13]=5[CH:12]=[CH:11][C:10]=4[C:9]=13)[CH2:7][CH2:6]2.[BH4-].[Na+]. Product: [F:22][C:2]([F:1])([F:23])[C:3]1[C@H:4]([OH:21])[C@H:5]2[CH2:20][C@:8]3([CH2:19][C:18]4[C:14]5[N:15]=[N:16][NH:17][C:13]=5[CH:12]=[CH:11][C:10]=4[C:9]=13)[CH2:7][CH2:6]2. The catalyst class is: 8. (4) Reactant: [CH3:1][C:2]1[C:6](CO)=[CH:5][N:4]([C:9]2[CH:14]=[CH:13][N:12]=[C:11]([NH:15][C:16]3[CH:17]=[C:18]4[C:22](=[CH:23][CH:24]=3)[N:21]([CH3:25])[CH:20]=[CH:19]4)[N:10]=2)[N:3]=1.Cl.[O:27]1[CH2:31][C@@H:30]([OH:32])[CH2:29][NH:28]1.[CH2:33](N(CC)CC)[CH3:34].[BH-](O[C:50]([CH3:52])=[O:51])(OC(C)=O)OC(C)=O.[Na+].Cl[CH2:55]Cl. Product: [CH:52]1([C:50]([C:19]2[C:18]3[C:22](=[CH:23][CH:24]=[C:16]([NH:15][C:11]4[N:10]=[C:9]([N:4]5[CH:5]=[C:6]([CH2:55][N:28]6[CH2:29][C@H:30]([OH:32])[CH2:31][O:27]6)[C:2]([CH3:1])=[N:3]5)[CH:14]=[CH:13][N:12]=4)[CH:17]=3)[N:21]([CH3:25])[CH:20]=2)=[O:51])[CH2:34][CH2:33]1. The catalyst class is: 80. (5) Reactant: [CH:1]1([C:4]2[C:12]([NH:13][S:14]([CH3:17])(=[O:16])=[O:15])=[CH:11][C:10]3[C:6](=[C:7]([C:25]([NH:27][CH3:28])=[O:26])[N:8]([C:18]4[CH:23]=[CH:22][C:21]([F:24])=[CH:20][CH:19]=4)[N:9]=3)[CH:5]=2)[CH2:3][CH2:2]1.F[C:30]1[CH:36]=CC(N)=CC=1.C1CCC(N=C=NC2CCCCC2)CC1.CN(C=[O:56])C. Product: [CH:1]1([C:4]2[C:12]([N:13]([CH2:30][CH2:36][OH:56])[S:14]([CH3:17])(=[O:16])=[O:15])=[CH:11][C:10]3[C:6](=[C:7]([C:25]([NH:27][CH3:28])=[O:26])[N:8]([C:18]4[CH:23]=[CH:22][C:21]([F:24])=[CH:20][CH:19]=4)[N:9]=3)[CH:5]=2)[CH2:2][CH2:3]1. The catalyst class is: 142. (6) Reactant: C(OC([N:8]1[C:16]2[CH2:15][C:14]([CH3:18])([CH3:17])[CH2:13][CH2:12][C:11]=2[C:10]([C:19]2[N:20](C(OC(C)(C)C)=O)[C:21]3[C:26]([CH:27]=2)=[CH:25][CH:24]=[C:23]([C:28]([O:30][CH3:31])=[O:29])[CH:22]=3)=[N:9]1)=O)(C)(C)C.CO.[OH-].[Na+].Cl. Product: [CH3:17][C:14]1([CH3:18])[CH2:15][C:16]2[NH:8][N:9]=[C:10]([C:19]3[NH:20][C:21]4[C:26]([CH:27]=3)=[CH:25][CH:24]=[C:23]([C:28]([O:30][CH3:31])=[O:29])[CH:22]=4)[C:11]=2[CH2:12][CH2:13]1. The catalyst class is: 7. (7) Reactant: [CH3:1][O:2][C:3](=[O:17])[CH2:4][CH2:5][CH2:6][CH2:7][CH2:8][S:9][C:10]1[CH:15]=[CH:14][C:13]([NH2:16])=[CH:12][CH:11]=1.[Cl:18][C:19]1[CH:26]=[CH:25][C:22]([CH:23]=O)=[CH:21][CH:20]=1.C=O.[C:29]([BH3-])#N.[Na+]. Product: [CH3:1][O:2][C:3](=[O:17])[CH2:4][CH2:5][CH2:6][CH2:7][CH2:8][S:9][C:10]1[CH:15]=[CH:14][C:13]([N:16]([CH2:23][C:22]2[CH:25]=[CH:26][C:19]([Cl:18])=[CH:20][CH:21]=2)[CH3:29])=[CH:12][CH:11]=1. The catalyst class is: 466.